Task: Regression. Given a peptide amino acid sequence and an MHC pseudo amino acid sequence, predict their binding affinity value. This is MHC class II binding data.. Dataset: Peptide-MHC class II binding affinity with 134,281 pairs from IEDB (1) The peptide sequence is QVCYNFKVQFLFSSM. The MHC is DRB1_0901 with pseudo-sequence DRB1_0901. The binding affinity (normalized) is 0.0915. (2) The peptide sequence is PAKNIYSFNEIVALW. The MHC is HLA-DQA10501-DQB10301 with pseudo-sequence HLA-DQA10501-DQB10301. The binding affinity (normalized) is 0.175. (3) The peptide sequence is SQDLELSWNLNGLQAG. The MHC is DRB1_0401 with pseudo-sequence DRB1_0401. The binding affinity (normalized) is 0.646. (4) The peptide sequence is IYGLPWMTTQTSALS. The MHC is H-2-IAb with pseudo-sequence H-2-IAb. The binding affinity (normalized) is 0.517. (5) The peptide sequence is YANYRDIDLGRNEVV. The MHC is HLA-DPA10201-DPB10101 with pseudo-sequence HLA-DPA10201-DPB10101. The binding affinity (normalized) is 0.377. (6) The peptide sequence is NHFFNHHKVMLLGHS. The MHC is HLA-DQA10501-DQB10301 with pseudo-sequence HLA-DQA10501-DQB10301. The binding affinity (normalized) is 0.239.